Dataset: Forward reaction prediction with 1.9M reactions from USPTO patents (1976-2016). Task: Predict the product of the given reaction. (1) Given the reactants [OH:1][C:2]1[C:10]2[CH:9]=[CH:8][S:7][C:6]=2[CH:5]=[CH:4][CH:3]=1.[Si:11](Cl)([C:14]([CH3:17])([CH3:16])[CH3:15])([CH3:13])[CH3:12].N1C=CN=C1, predict the reaction product. The product is: [S:7]1[CH:8]=[CH:9][C:10]2[C:2]([O:1][Si:11]([C:14]([CH3:17])([CH3:16])[CH3:15])([CH3:13])[CH3:12])=[CH:3][CH:4]=[CH:5][C:6]1=2. (2) Given the reactants [Cl:1][C:2]1[CH:11]=[CH:10][CH:9]=[C:8]2[C:3]=1[C:4](=[O:30])[N:5]([C:23]1[CH:28]=[CH:27][CH:26]=[C:25]([F:29])[CH:24]=1)[C:6]([C@@H:12]([NH:15]C(=O)OC(C)(C)C)[CH2:13][CH3:14])=[N:7]2.Cl, predict the reaction product. The product is: [NH2:15][C@H:12]([C:6]1[N:5]([C:23]2[CH:28]=[CH:27][CH:26]=[C:25]([F:29])[CH:24]=2)[C:4](=[O:30])[C:3]2[C:8](=[CH:9][CH:10]=[CH:11][C:2]=2[Cl:1])[N:7]=1)[CH2:13][CH3:14]. (3) Given the reactants [Br:1][C:2]1[CH:3]=[N:4][N:5]([C:7]2[C:8]([C:23]3[CH:24]=[CH:25][C:26]4[O:31][CH2:30][CH2:29][CH2:28][C:27]=4[CH:32]=3)=[C:9]([CH:17]([OH:22])[C:18]([O:20][CH3:21])=[O:19])[C:10]([C:13]([F:16])([F:15])[F:14])=[CH:11][CH:12]=2)[CH:6]=1.Cl(O)(=O)(=O)=O.[Na], predict the reaction product. The product is: [Br:1][C:2]1[CH:3]=[N:4][N:5]([C:7]2[C:8]([C:23]3[CH:24]=[CH:25][C:26]4[O:31][CH2:30][CH2:29][CH2:28][C:27]=4[CH:32]=3)=[C:9]([CH:17]([O:22][C:8]([CH3:23])([CH3:9])[CH3:7])[C:18]([O:20][CH3:21])=[O:19])[C:10]([C:13]([F:16])([F:14])[F:15])=[CH:11][CH:12]=2)[CH:6]=1. (4) Given the reactants CC[O:3][C:4]([C@@H:6]1[CH2:10][C@@H:9]([CH:11]([CH3:13])[CH3:12])[C@H:8]([C:14]2[CH:19]=[CH:18][C:17]([O:20][CH3:21])=[C:16]([O:22][CH2:23][CH2:24][CH2:25][O:26][CH3:27])[CH:15]=2)[N:7]1[C:28]([O:30][C:31]([CH3:34])([CH3:33])[CH3:32])=[O:29])=O.[BH4-].[Li+], predict the reaction product. The product is: [C:31]([O:30][C:28]([N:7]1[C@H:6]([CH2:4][OH:3])[CH2:10][C@@H:9]([CH:11]([CH3:13])[CH3:12])[C@@H:8]1[C:14]1[CH:19]=[CH:18][C:17]([O:20][CH3:21])=[C:16]([O:22][CH2:23][CH2:24][CH2:25][O:26][CH3:27])[CH:15]=1)=[O:29])([CH3:34])([CH3:33])[CH3:32]. (5) Given the reactants [C-:1]#[N:2].[Na+].[NH:4]1[CH2:9][CH2:8][CH2:7][CH2:6][CH2:5]1.[CH2:10]([S:13]([N:16]1[CH2:21][CH2:20][C:19](=O)[CH2:18][CH2:17]1)(=[O:15])=[O:14])[CH2:11][CH3:12].[OH-].[Na+], predict the reaction product. The product is: [CH2:10]([S:13]([N:16]1[CH2:21][CH2:20][C:19]([C:1]#[N:2])([N:4]2[CH2:9][CH2:8][CH2:7][CH2:6][CH2:5]2)[CH2:18][CH2:17]1)(=[O:15])=[O:14])[CH2:11][CH3:12].